Dataset: Catalyst prediction with 721,799 reactions and 888 catalyst types from USPTO. Task: Predict which catalyst facilitates the given reaction. (1) Reactant: C1C=C(Cl)C=C(C(OO)=[O:9])C=1.[Cl:12][C:13]1[CH:18]=[CH:17][CH:16]=[C:15]([F:19])[C:14]=1[N:20]1[CH:28]=[C:23]2[CH:24]=[N:25][CH:26]=[CH:27][C:22]2=[N:21]1.S([O-])([O-])(=O)=S.[Na+].[Na+]. Product: [Cl:12][C:13]1[CH:18]=[CH:17][CH:16]=[C:15]([F:19])[C:14]=1[N:20]1[CH:28]=[C:23]2[CH:24]=[N+:25]([O-:9])[CH:26]=[CH:27][C:22]2=[N:21]1. The catalyst class is: 2. (2) Reactant: Br[C:2]1[N:7]=[C:6]([NH:8][C:9]([CH:11]2[CH2:13][CH2:12]2)=[O:10])[CH:5]=[CH:4][CH:3]=1.[CH3:14][O:15][CH2:16][S:17][C:18]1[CH:23]=[CH:22][C:21](B(O)O)=[CH:20][CH:19]=1.C([O-])(O)=O.[Na+].CCOC(C)=O. Product: [CH3:14][O:15][CH2:16][S:17][C:18]1[CH:23]=[CH:22][C:21]([C:2]2[N:7]=[C:6]([NH:8][C:9]([CH:11]3[CH2:13][CH2:12]3)=[O:10])[CH:5]=[CH:4][CH:3]=2)=[CH:20][CH:19]=1. The catalyst class is: 12. (3) Reactant: Cl[C:2]1[N:3]([CH3:20])[C:4](=[O:19])[C:5]2[C:6](=[N:8][N:9]([CH2:11][C:12]3[CH:17]=[CH:16][C:15]([Br:18])=[CH:14][CH:13]=3)[CH:10]=2)[N:7]=1.[NH2:21][C:22]([CH3:26])([CH3:25])[CH2:23][OH:24].O. Product: [OH:24][CH2:23][C:22]([NH:21][C:2]1[N:3]([CH3:20])[C:4](=[O:19])[C:5]2[C:6](=[N:8][N:9]([CH2:11][C:12]3[CH:17]=[CH:16][C:15]([Br:18])=[CH:14][CH:13]=3)[CH:10]=2)[N:7]=1)([CH3:26])[CH3:25]. The catalyst class is: 37. (4) Reactant: P(=O)(O)(O)O.[Br:6][C:7]1[CH:12]=[CH:11][C:10]([O:13][CH2:14][CH:15](OCC)OCC)=[CH:9][CH:8]=1. Product: [Br:6][C:7]1[CH:8]=[CH:9][C:10]2[O:13][CH:14]=[CH:15][C:11]=2[CH:12]=1. The catalyst class is: 159. (5) The catalyst class is: 124. Reactant: [CH2:1]([O:8][C:9]([N:11]1[CH2:17][CH2:16][CH2:15][CH:14]([NH2:18])[CH:13]([OH:19])[CH2:12]1)=[O:10])[C:2]1[CH:7]=[CH:6][CH:5]=[CH:4][CH:3]=1.C(Cl)CCl.C1C=CC2N(O)N=NC=2C=1.[C:34]([NH:41][C@H:42]([C:47](O)=[O:48])[CH2:43][CH:44]([CH3:46])[CH3:45])([O:36][C:37]([CH3:40])([CH3:39])[CH3:38])=[O:35]. Product: [CH2:1]([O:8][C:9]([N:11]1[CH2:17][CH2:16][CH2:15][CH:14]([NH:18][C:47](=[O:48])[C@@H:42]([NH:41][C:34]([O:36][C:37]([CH3:38])([CH3:40])[CH3:39])=[O:35])[CH2:43][CH:44]([CH3:46])[CH3:45])[CH:13]([OH:19])[CH2:12]1)=[O:10])[C:2]1[CH:3]=[CH:4][CH:5]=[CH:6][CH:7]=1. (6) Reactant: [C:1]([O:5][C:6](=[O:36])[CH2:7][CH:8]([NH:13][C:14](=[O:35])[CH:15]([CH2:19][C:20]([N:22]1[C:34]2[CH:33]=[CH:32][CH:31]=[CH:30][C:29]=2[C:28]2[C:23]1=[CH:24][CH:25]=[CH:26][CH:27]=2)=[O:21])[CH2:16][CH2:17][CH3:18])[CH:9]([OH:12])[CH2:10][F:11])([CH3:4])([CH3:3])[CH3:2].CC(OI1(OC(C)=O)(OC(C)=O)OC(=O)C2C1=CC=CC=2)=O. Product: [C:1]([O:5][C:6](=[O:36])[CH2:7][CH:8]([NH:13][C:14](=[O:35])[CH:15]([CH2:19][C:20]([N:22]1[C:34]2[CH:33]=[CH:32][CH:31]=[CH:30][C:29]=2[C:28]2[C:23]1=[CH:24][CH:25]=[CH:26][CH:27]=2)=[O:21])[CH2:16][CH2:17][CH3:18])[C:9](=[O:12])[CH2:10][F:11])([CH3:2])([CH3:3])[CH3:4]. The catalyst class is: 2. (7) Reactant: [F:1][C:2]1[CH:7]=[CH:6][C:5]([CH2:8][C:9]2[CH:18]=[C:17]3[C:12]([C:13]([OH:36])=[C:14]([C:27]([NH:29][CH:30]4[CH2:35][CH2:34]S[CH2:32][CH2:31]4)=[O:28])[C:15](=[O:26])[N:16]3[CH2:19][C:20]3[CH:21]=[N:22][CH:23]=[CH:24][CH:25]=3)=[N:11][CH:10]=2)=[CH:4][CH:3]=1.O[O:38][S:39]([O-:41])=O.[K+]. Product: [O:38]=[S:39]1(=[O:41])[CH2:34][CH2:35][CH:30]([NH:29][C:27]([C:14]2[C:15](=[O:26])[N:16]([CH2:19][C:20]3[CH:21]=[N:22][CH:23]=[CH:24][CH:25]=3)[C:17]3[C:12]([C:13]=2[OH:36])=[N:11][CH:10]=[C:9]([CH2:8][C:5]2[CH:6]=[CH:7][C:2]([F:1])=[CH:3][CH:4]=2)[CH:18]=3)=[O:28])[CH2:31][CH2:32]1. The catalyst class is: 24. (8) Reactant: [CH2:1]([O:3][C:4]1[C:12]2[O:11][C:10]([CH3:14])([CH3:13])[CH2:9][C:8]=2[CH:7]=[C:6]([CH:15](O)[CH:16]([CH3:18])[CH3:17])[CH:5]=1)[CH3:2].[NH2:20][C:21]1[CH:22]=[C:23]([CH:26]=[CH:27][CH:28]=1)[C:24]#[N:25].C(O)(=O)C.S(=O)(=O)(O)O. Product: [CH2:1]([O:3][C:4]1[CH:5]=[C:6]2[C:7](=[C:8]3[CH2:9][C:10]([CH3:14])([CH3:13])[O:11][C:12]=13)[C:24]([C:23]1[CH:22]=[C:21]([NH2:20])[CH:28]=[CH:27][CH:26]=1)=[N:25][C:16]([CH3:18])([CH3:17])[CH2:15]2)[CH3:2]. The catalyst class is: 226. (9) Reactant: [CH3:1][O:2][C:3]1[CH:17]=[CH:16][C:6]([CH2:7][NH:8][C:9]2[CH:14]=[C:13](Cl)[N:12]=[CH:11][N:10]=2)=[CH:5][CH:4]=1.[F:18][C:19]1[CH:24]=[C:23]([N+:25]([O-:27])=[O:26])[CH:22]=[CH:21][C:20]=1[OH:28].CCN(C(C)C)C(C)C.COCCOCCOC. Product: [CH3:1][O:2][C:3]1[CH:17]=[CH:16][C:6]([CH2:7][NH:8][C:9]2[CH:14]=[C:13]([O:28][C:20]3[CH:21]=[CH:22][C:23]([N+:25]([O-:27])=[O:26])=[CH:24][C:19]=3[F:18])[N:12]=[CH:11][N:10]=2)=[CH:5][CH:4]=1. The catalyst class is: 25. (10) Reactant: [C:1]([NH:5][C:6]1[N:7]=[C:8]([N:24]2[CH2:28][CH2:27][C@H:26]([NH:29][C:30](=[O:32])[CH3:31])[CH2:25]2)[C:9]2[N:14]=[N:13][N:12](CC3C=CC(OC)=CC=3)[C:10]=2[N:11]=1)([CH3:4])([CH3:3])[CH3:2]. Product: [C:1]([NH:5][C:6]1[N:7]=[C:8]([N:24]2[CH2:28][CH2:27][C@H:26]([NH:29][C:30](=[O:32])[CH3:31])[CH2:25]2)[C:9]2[N:14]=[N:13][NH:12][C:10]=2[N:11]=1)([CH3:4])([CH3:2])[CH3:3]. The catalyst class is: 19.